Regression/Classification. Given a drug SMILES string, predict its toxicity properties. Task type varies by dataset: regression for continuous values (e.g., LD50, hERG inhibition percentage) or binary classification for toxic/non-toxic outcomes (e.g., AMES mutagenicity, cardiotoxicity, hepatotoxicity). Dataset: ames. From a dataset of Ames mutagenicity test results for genotoxicity prediction. (1) The compound is Cc1cc(S(=O)(=O)O)ccc1N. The result is 0 (non-mutagenic). (2) The molecule is CNC(=O)Oc1cc2ccccc2c2ccccc12. The result is 1 (mutagenic). (3) The compound is O=P(OCCC(Br)CBr)(OCCC(Br)CBr)OCCC(Br)CBr. The result is 0 (non-mutagenic). (4) The drug is O=[N+]([O-])c1cccc2nc3cccc([N+](=O)[O-])c3nc12. The result is 1 (mutagenic). (5) The drug is CC(C)=CCC1C(=O)C(=O)c2ccccc2C1=O. The result is 0 (non-mutagenic). (6) The compound is Cc1nnc2n1-c1ccc(Cl)cc1C(c1ccccc1Cl)=NC2. The result is 0 (non-mutagenic). (7) The drug is Cc1cnc2c(C)c(C)c3c(nc(N)n3C)c2n1. The result is 1 (mutagenic).